Dataset: Full USPTO retrosynthesis dataset with 1.9M reactions from patents (1976-2016). Task: Predict the reactants needed to synthesize the given product. (1) Given the product [F:21][C:22]1[CH:27]=[CH:26][C:25]([S:28]([N:6]2[CH2:7][C@H:8]3[C@H:4]([C:3]3([CH3:13])[CH3:2])[C@H:5]2[C:9]([O:11][CH3:12])=[O:10])(=[O:30])=[O:29])=[CH:24][CH:23]=1, predict the reactants needed to synthesize it. The reactants are: Cl.[CH3:2][C:3]1([CH3:13])[C@@H:8]2[C@H:4]1[C@@H:5]([C:9]([O:11][CH3:12])=[O:10])[NH:6][CH2:7]2.C(=O)([O-])[O-].[Na+].[Na+].O.[F:21][C:22]1[CH:27]=[CH:26][C:25]([S:28](Cl)(=[O:30])=[O:29])=[CH:24][CH:23]=1. (2) Given the product [C:32]([C:31]1[CH:34]=[CH:35][C:28]([CH:26]2[C:57]([C:56]([O:62][CH2:63][CH:64]=[CH2:65])=[O:61])=[C:58]([CH3:60])[N:50]([C:46]3[CH:47]=[CH:48][CH:49]=[C:44]([C:43]([F:54])([F:55])[F:42])[CH:45]=3)[C:51](=[O:52])[NH:53]2)=[C:29]([S:36]([CH:39]([CH3:41])[CH3:40])(=[O:38])=[O:37])[CH:30]=1)#[N:33], predict the reactants needed to synthesize it. The reactants are: P(OCC)(OCC)(OCC)=O.O=P12OP3(OP(OP(O3)(O1)=O)(=O)O2)=O.[CH:26]([C:28]1[CH:35]=[CH:34][C:31]([C:32]#[N:33])=[CH:30][C:29]=1[S:36]([CH:39]([CH3:41])[CH3:40])(=[O:38])=[O:37])=O.[F:42][C:43]([F:55])([F:54])[C:44]1[CH:45]=[C:46]([NH:50][C:51]([NH2:53])=[O:52])[CH:47]=[CH:48][CH:49]=1.[C:56]([O:62][CH2:63][CH:64]=[CH2:65])(=[O:61])[CH2:57][C:58]([CH3:60])=O. (3) Given the product [N:27]([CH2:30][C@@H:31]([O:55][Si:56]([CH2:59][CH3:60])([CH2:61][CH3:62])[CH2:57][CH3:58])[CH2:32][S:33][C:34]1[N:35]=[CH:36][N:37]2[CH:41]=[C:40]([C:8]3[C@H:9]([CH3:10])[C@@H:5]4[C@@H:4]([C@H:2]([OH:1])[CH3:3])[C:25](=[O:26])[N:6]4[C:7]=3[C:12]([O:14][CH2:15][C:16]3[CH:17]=[CH:18][C:19]([N+:22]([O-:24])=[O:23])=[CH:20][CH:21]=3)=[O:13])[S:39][C:38]=12)=[N+:28]=[N-:29], predict the reactants needed to synthesize it. The reactants are: [OH:1][C@@H:2]([C@H:4]1[C:25](=[O:26])[N:6]2[C@@H:7]([C:12]([O:14][CH2:15][C:16]3[CH:21]=[CH:20][C:19]([N+:22]([O-:24])=[O:23])=[CH:18][CH:17]=3)=[O:13])[C:8](=O)[C@H:9]([CH3:10])[C@H:5]12)[CH3:3].[N:27]([CH2:30][C@@H:31]([O:55][Si:56]([CH2:61][CH3:62])([CH2:59][CH3:60])[CH2:57][CH3:58])[CH2:32][S:33][C:34]1[N:35]=[CH:36][N:37]2[CH:41]=[C:40]([Sn](CCCC)(CCCC)CCCC)[S:39][C:38]=12)=[N+:28]=[N-:29].